This data is from Full USPTO retrosynthesis dataset with 1.9M reactions from patents (1976-2016). The task is: Predict the reactants needed to synthesize the given product. (1) Given the product [Cl:1][C:2]1[CH:3]=[C:4]([NH:8][C:9]2[N:14]=[N:13][C:12]([C:15]3[CH:16]=[CH:17][C:18]([C:19]([NH:61][CH:60]([CH:62]([CH3:64])[CH3:63])[C:59]([OH:65])=[O:58])=[O:21])=[CH:22][CH:23]=3)=[CH:11][CH:10]=2)[CH:5]=[CH:6][CH:7]=1, predict the reactants needed to synthesize it. The reactants are: [Cl:1][C:2]1[CH:3]=[C:4]([NH:8][C:9]2[N:14]=[N:13][C:12]([C:15]3[CH:23]=[CH:22][C:18]([C:19]([OH:21])=O)=[CH:17][CH:16]=3)=[CH:11][CH:10]=2)[CH:5]=[CH:6][CH:7]=1.CN(C(ON1N=NC2C=CC=NC1=2)=[N+](C)C)C.F[P-](F)(F)(F)(F)F.C(N(CC)C(C)C)(C)C.C[O:58][C:59](=[O:65])[C@H:60]([CH:62]([CH3:64])[CH3:63])[NH2:61].[Li+].[OH-]. (2) Given the product [I:11][C:12]1[CH:13]=[C:14]([NH:15][C:2]2[C:7]([N+:8]([O-:10])=[O:9])=[CH:6][CH:5]=[CH:4][N:3]=2)[CH:16]=[CH:17][CH:18]=1, predict the reactants needed to synthesize it. The reactants are: Cl[C:2]1[C:7]([N+:8]([O-:10])=[O:9])=[CH:6][CH:5]=[CH:4][N:3]=1.[I:11][C:12]1[CH:13]=[C:14]([CH:16]=[CH:17][CH:18]=1)[NH2:15].C(=O)([O-])[O-].[K+].[K+]. (3) The reactants are: [OH:1][C:2]1[CH:7]=[CH:6][N:5]([C:8]2[CH:9]=[N:10][C:11]([N:14]3[CH2:18][CH2:17][CH2:16][CH2:15]3)=[CH:12][CH:13]=2)[C:4](=[O:19])[CH:3]=1.[Br:20][C:21]1[CH:26]=[CH:25][C:24]([S:27](Cl)(=[O:29])=[O:28])=[CH:23][CH:22]=1.C(=O)([O-])[O-].[K+].[K+].CCOC(C)=O. Given the product [Br:20][C:21]1[CH:26]=[CH:25][C:24]([S:27]([O:1][C:2]2[CH:7]=[CH:6][N:5]([C:8]3[CH:9]=[N:10][C:11]([N:14]4[CH2:18][CH2:17][CH2:16][CH2:15]4)=[CH:12][CH:13]=3)[C:4](=[O:19])[CH:3]=2)(=[O:29])=[O:28])=[CH:23][CH:22]=1, predict the reactants needed to synthesize it. (4) Given the product [F:19][C:20]1[CH:21]=[C:22]([C:2]2[C:10]3[N:9]4[CH2:11][CH2:12][CH2:13][NH:14][C:15](=[O:16])[C:8]4=[CH:7][C:6]=3[CH:5]=[C:4]([C:17]#[N:18])[CH:3]=2)[CH:23]=[CH:24][C:25]=1[CH3:26], predict the reactants needed to synthesize it. The reactants are: Br[C:2]1[C:10]2[N:9]3[CH2:11][CH2:12][CH2:13][NH:14][C:15](=[O:16])[C:8]3=[CH:7][C:6]=2[CH:5]=[C:4]([C:17]#[N:18])[CH:3]=1.[F:19][C:20]1[CH:21]=[C:22](B(O)O)[CH:23]=[CH:24][C:25]=1[CH3:26]. (5) Given the product [C:1]([O:4][C@H:5]1[CH2:10][CH2:9][C@H:8]2[C@H:11]3[C@H:21]([CH2:22][CH2:23][C@:6]12[CH3:7])[C@:19]1([CH3:20])[C:14](=[CH:15][C:16](=[O:24])[CH:17]=[CH:18]1)[C:13](=[CH2:25])[CH2:12]3)(=[O:3])[CH3:2], predict the reactants needed to synthesize it. The reactants are: [C:1]([O:4][C@H:5]1[CH2:10][CH2:9][C@H:8]2[C@H:11]3[C@H:21]([CH2:22][CH2:23][C@:6]12[CH3:7])[C@:19]1([CH3:20])[C:14](=[CH:15][C:16](=[O:24])[CH2:17][CH2:18]1)[C:13](=[CH2:25])[CH2:12]3)(=[O:3])[CH3:2].ClC1C(=O)C(C#N)=C(C#N)C(=O)C=1Cl.FC(F)(F)C(O)=O.FC(F)(F)C(=N[Si](C)(C)C)O[Si](C)(C)C. (6) Given the product [O:23]1[C:32]2[CH:31]=[C:30]([CH2:33][NH:1][CH:2]3[CH2:7][CH2:6][N:5]([CH2:8][CH2:9][N:10]4[C:19]5[C:14](=[CH:15][CH:16]=[C:17]([C:20]#[N:21])[CH:18]=5)[N:13]=[CH:12][C:11]4=[O:22])[CH2:4][CH2:3]3)[N:29]=[CH:28][C:27]=2[O:26][CH2:25][CH2:24]1, predict the reactants needed to synthesize it. The reactants are: [NH2:1][CH:2]1[CH2:7][CH2:6][N:5]([CH2:8][CH2:9][N:10]2[C:19]3[C:14](=[CH:15][CH:16]=[C:17]([C:20]#[N:21])[CH:18]=3)[N:13]=[CH:12][C:11]2=[O:22])[CH2:4][CH2:3]1.[O:23]1[C:32]2[CH:31]=[C:30]([CH:33]=O)[N:29]=[CH:28][C:27]=2[O:26][CH2:25][CH2:24]1.C(O[BH-](OC(=O)C)OC(=O)C)(=O)C.[Na+].C(=O)([O-])O.[Na+]. (7) Given the product [CH2:1]([NH:8][C:9]([C:10]1[CH:15]=[CH:14][N:13]=[C:12]([N:16]2[CH:21]=[CH:20][C:19]([OH:22])=[CH:18][C:17]2=[O:30])[CH:11]=1)=[O:31])[C:2]1[CH:3]=[CH:4][CH:5]=[CH:6][CH:7]=1, predict the reactants needed to synthesize it. The reactants are: [CH2:1]([NH:8][C:9](=[O:31])[C:10]1[CH:15]=[CH:14][N:13]=[C:12]([N:16]2[CH:21]=[CH:20][C:19]([O:22]CC3C=CC=CC=3)=[CH:18][C:17]2=[O:30])[CH:11]=1)[C:2]1[CH:7]=[CH:6][CH:5]=[CH:4][CH:3]=1.[H][H]. (8) Given the product [OH:14][CH2:13][CH2:12][CH2:11][C:6]1[C:5]([O:15][CH3:16])=[CH:4][C:3]([CH:2]=[O:1])=[CH:8][C:7]=1[O:9][CH3:10], predict the reactants needed to synthesize it. The reactants are: [OH:1][CH2:2][C:3]1[CH:8]=[C:7]([O:9][CH3:10])[C:6]([CH2:11][CH2:12][CH2:13][OH:14])=[C:5]([O:15][CH3:16])[CH:4]=1.